Dataset: Reaction yield outcomes from USPTO patents with 853,638 reactions. Task: Predict the reaction yield, written as a fraction of the theoretical maximum amount of product (1.0 means a 100% yield; for example, 0.34 means a 34% yield). (1) The reactants are [CH2:1]([N:6]1[C:16]2[C:11](=[CH:12][CH:13]=[CH:14][CH:15]=2)[C:9](=O)[C:7]1=[O:8])[CH2:2][CH:3]([CH3:5])[CH3:4].Cl. The catalyst is CS(C)=O. The product is [CH2:1]([N:6]1[C:16]2[C:11](=[CH:12][CH:13]=[CH:14][CH:15]=2)[CH2:9][C:7]1=[O:8])[CH2:2][CH:3]([CH3:5])[CH3:4]. The yield is 0.710. (2) The reactants are [I:1][C:2]1[CH:3]=[C:4]2[C:8](=[CH:9][CH:10]=1)[NH:7][N:6]=[CH:5]2.[H-].[Na+].Cl[CH2:14][O:15][CH2:16][CH2:17][Si:18]([CH3:21])([CH3:20])[CH3:19]. The catalyst is O1CCCC1. The product is [I:1][C:2]1[CH:3]=[C:4]2[C:8](=[CH:9][CH:10]=1)[N:7]([CH2:14][O:15][CH2:16][CH2:17][Si:18]([CH3:21])([CH3:20])[CH3:19])[N:6]=[CH:5]2. The yield is 0.600. (3) The reactants are [N:1]1[CH:6]=[CH:5][CH:4]=[CH:3][C:2]=1[C:7]1[CH:8]=[N:9][NH:10][C:11]=1[NH2:12].[CH3:13][O:14][C:15]1[CH:16]=[C:17]([C:23](=O)[CH2:24][C:25](OC)=[O:26])[CH:18]=[CH:19][C:20]=1[O:21][CH3:22]. The catalyst is CC(O)=O. The product is [CH3:13][O:14][C:15]1[CH:16]=[C:17]([C:23]2[NH:12][C:11]3[N:10]([N:9]=[CH:8][C:7]=3[C:2]3[CH:3]=[CH:4][CH:5]=[CH:6][N:1]=3)[C:25](=[O:26])[CH:24]=2)[CH:18]=[CH:19][C:20]=1[O:21][CH3:22]. The yield is 0.310. (4) The reactants are [C:1]([O:5][C:6](=[O:15])[CH2:7]/[N:8]=[CH:9]/[CH2:10][C:11]([CH3:14])([CH3:13])[CH3:12])([CH3:4])([CH3:3])[CH3:2].[Cl:16][C:17]1[CH:22]=[CH:21][C:20](/[C:23](=[CH:26]/[C:27]2[CH:32]=[CH:31][CH:30]=[C:29]([Cl:33])[CH:28]=2)/[C:24]#[N:25])=[C:19]([F:34])[CH:18]=1.C(N(CC)CC)C. The catalyst is ClCCl. The product is [C:1]([O:5][C:6]([CH:7]1[CH:26]([C:27]2[CH:32]=[CH:31][CH:30]=[C:29]([Cl:33])[CH:28]=2)[C:23]([C:20]2[CH:21]=[CH:22][C:17]([Cl:16])=[CH:18][C:19]=2[F:34])([C:24]#[N:25])[CH:9]([CH2:10][C:11]([CH3:14])([CH3:13])[CH3:12])[NH:8]1)=[O:15])([CH3:4])([CH3:3])[CH3:2]. The yield is 0.250. (5) The reactants are [H-].[Al+3].[Li+].[H-].[H-].[H-].[OH:7][C:8]1[CH:9]=[CH:10][C:11]([CH3:24])=[C:12]([NH:14][C:15]([C:17]2[N:21]([CH3:22])[N:20]=[C:19]([CH3:23])[CH:18]=2)=O)[CH:13]=1.S([O-])([O-])(=O)=O.[Na+].[Na+].S([O-])([O-])(=O)=O.[Mg+2]. The catalyst is O1CCCC1. The product is [CH3:22][N:21]1[C:17]([CH2:15][NH:14][C:12]2[CH:13]=[C:8]([OH:7])[CH:9]=[CH:10][C:11]=2[CH3:24])=[CH:18][C:19]([CH3:23])=[N:20]1. The yield is 0.520.